From a dataset of Full USPTO retrosynthesis dataset with 1.9M reactions from patents (1976-2016). Predict the reactants needed to synthesize the given product. (1) Given the product [NH2:19][CH2:18][C:17]1[CH:16]=[CH:15][C:14]([CH2:13][CH2:12][C:8]2[CH:9]=[N:10][C:11]3[C:6]([CH:7]=2)=[C:5]2[CH:22]=[CH:23][C:24]([CH3:26])=[CH:25][C:4]2=[N:3][C:2]=3[NH2:1])=[CH:21][CH:20]=1, predict the reactants needed to synthesize it. The reactants are: [NH2:1][C:2]1[C:11]2[N:10]=[CH:9][C:8]([CH2:12][CH2:13][C:14]3[CH:21]=[CH:20][C:17]([C:18]#[N:19])=[CH:16][CH:15]=3)=[CH:7][C:6]=2[C:5]2[CH:22]=[CH:23][C:24]([CH3:26])=[CH:25][C:4]=2[N:3]=1.[OH-].[NH4+]. (2) Given the product [OH:1][NH:2][C:3](=[O:4])[C@@H:5]([N:30]1[CH2:31][CH2:32][NH:33][CH2:34][CH2:35]1)[CH2:6][NH:7][S:8]([C:11]1[CH:16]=[CH:15][C:14]([O:17][CH2:18][C:19]2[C:28]3[C:23](=[CH:24][CH:25]=[CH:26][CH:27]=3)[N:22]=[C:21]([CH3:29])[CH:20]=2)=[CH:13][CH:12]=1)(=[O:9])=[O:10], predict the reactants needed to synthesize it. The reactants are: [OH:1][NH:2][C:3]([C@@H:5]([N:30]1[CH2:35][CH2:34][N:33](C(OCC2C=CC=CC=2)=O)[CH2:32][CH2:31]1)[CH2:6][NH:7][S:8]([C:11]1[CH:16]=[CH:15][C:14]([O:17][CH2:18][C:19]2[C:28]3[C:23](=[CH:24][CH:25]=[CH:26][CH:27]=3)[N:22]=[C:21]([CH3:29])[CH:20]=2)=[CH:13][CH:12]=1)(=[O:10])=[O:9])=[O:4].CCCCCCC.C(OCC)(=O)C. (3) Given the product [C:24]([O:23][C:21]([NH:22][C:2]1[CH:11]=[C:10]2[C:5]([CH:6]=[C:7]([C:13]3[CH:14]=[N:15][CH:16]=[C:17]([F:20])[C:18]=3[CH3:19])[N+:8]([O-:12])=[CH:9]2)=[CH:4][N:3]=1)=[O:28])([CH3:27])([CH3:26])[CH3:25], predict the reactants needed to synthesize it. The reactants are: Cl[C:2]1[CH:11]=[C:10]2[C:5]([CH:6]=[C:7]([C:13]3[CH:14]=[N:15][CH:16]=[C:17]([F:20])[C:18]=3[CH3:19])[N+:8]([O-:12])=[CH:9]2)=[CH:4][N:3]=1.[C:21](=[O:28])([O:23][C:24]([CH3:27])([CH3:26])[CH3:25])[NH2:22].C1(P(C2CCCCC2)C2C(OC)=CC=C(OC)C=2C2C(C(C)C)=CC(C(C)C)=CC=2C(C)C)CCCCC1.C(=O)([O-])[O-].[Cs+].[Cs+].